From a dataset of Peptide-MHC class II binding affinity with 134,281 pairs from IEDB. Regression. Given a peptide amino acid sequence and an MHC pseudo amino acid sequence, predict their binding affinity value. This is MHC class II binding data. (1) The MHC is DRB1_0701 with pseudo-sequence DRB1_0701. The binding affinity (normalized) is 0.929. The peptide sequence is INLIIHYVHRAGALG. (2) The peptide sequence is VKLRRSSAAQVDGFY. The MHC is HLA-DQA10501-DQB10301 with pseudo-sequence HLA-DQA10501-DQB10301. The binding affinity (normalized) is 0.537. (3) The peptide sequence is GDTMAEVELREHGSD. The MHC is DRB1_1101 with pseudo-sequence DRB1_1101. The binding affinity (normalized) is 0.0471. (4) The peptide sequence is AAATIGTTVYGAFAA. The MHC is HLA-DPA10103-DPB10401 with pseudo-sequence HLA-DPA10103-DPB10401. The binding affinity (normalized) is 0.394.